The task is: Predict the reactants needed to synthesize the given product.. This data is from Full USPTO retrosynthesis dataset with 1.9M reactions from patents (1976-2016). (1) Given the product [C:17]1([C:2]2[C:3]([O:11][CH2:12][C:13]([F:16])([F:15])[F:14])=[N:4][CH:5]=[C:6]([N+:8]([O-:10])=[O:9])[CH:7]=2)[CH2:22][CH2:21][CH2:20][CH2:19][CH:18]=1, predict the reactants needed to synthesize it. The reactants are: Br[C:2]1[C:3]([O:11][CH2:12][C:13]([F:16])([F:15])[F:14])=[N:4][CH:5]=[C:6]([N+:8]([O-:10])=[O:9])[CH:7]=1.[C:17]1(B2OC(C)(C)C(C)(C)O2)[CH2:22][CH2:21][CH2:20][CH2:19][CH:18]=1. (2) Given the product [Si:1]([O:8][C@@H:9]1[C@@H:13]([CH2:14][OH:15])[O:12][C@@H:11]([N:23]2[C:27]3[N:28]=[C:29]([NH:41][C:42](=[O:49])[C:43]4[CH:48]=[CH:47][CH:46]=[CH:45][CH:44]=4)[N:30]=[C:31]([NH:32][C:33](=[O:40])[C:34]4[CH:35]=[CH:36][CH:37]=[CH:38][CH:39]=4)[C:26]=3[CH:25]=[CH:24]2)[CH2:10]1)([C:4]([CH3:5])([CH3:6])[CH3:7])([CH3:2])[CH3:3], predict the reactants needed to synthesize it. The reactants are: [Si:1]([O:8][C@@H:9]1[C@@H:13]([CH2:14][O:15][Si](C(C)(C)C)(C)C)[O:12][C@@H:11]([N:23]2[C:27]3[N:28]=[C:29]([NH:41][C:42](=[O:49])[C:43]4[CH:48]=[CH:47][CH:46]=[CH:45][CH:44]=4)[N:30]=[C:31]([NH:32][C:33](=[O:40])[C:34]4[CH:39]=[CH:38][CH:37]=[CH:36][CH:35]=4)[C:26]=3[CH:25]=[CH:24]2)[CH2:10]1)([C:4]([CH3:7])([CH3:6])[CH3:5])([CH3:3])[CH3:2].C(O)(C(F)(F)F)=O. (3) Given the product [CH2:15]([O:17][C:18]([C@@H:20]1[CH2:22][C@H:21]1[C:23]1[CH:24]=[CH:25][C:26]([NH:29][CH2:40][C:39]2[CH:42]=[CH:43][CH:44]=[C:37]([O:30][C:31]3[CH:36]=[CH:35][CH:34]=[CH:33][CH:32]=3)[CH:38]=2)=[CH:27][CH:28]=1)=[O:19])[CH3:16], predict the reactants needed to synthesize it. The reactants are: C(O[BH-](OC(=O)C)OC(=O)C)(=O)C.[Na+].[CH2:15]([O:17][C:18]([C@@H:20]1[CH2:22][C@H:21]1[C:23]1[CH:28]=[CH:27][C:26]([NH2:29])=[CH:25][CH:24]=1)=[O:19])[CH3:16].[O:30]([C:37]1[CH:38]=[C:39]([CH:42]=[CH:43][CH:44]=1)[CH:40]=O)[C:31]1[CH:36]=[CH:35][CH:34]=[CH:33][CH:32]=1. (4) The reactants are: [C:1]([NH:9][C@H:10]([C:26]1[S:27][C:28]([C:31]2[CH:36]=[CH:35][CH:34]=[CH:33][CH:32]=2)=[N:29][N:30]=1)[CH2:11][CH2:12][CH2:13][CH2:14][NH:15]C(=O)OCC1C=CC=CC=1)(=[O:8])[C:2]1[CH:7]=[CH:6][CH:5]=[N:4][CH:3]=1. Given the product [NH2:15][CH2:14][CH2:13][CH2:12][CH2:11][C@H:10]([NH:9][C:1](=[O:8])[C:2]1[CH:7]=[CH:6][CH:5]=[N:4][CH:3]=1)[C:26]1[S:27][C:28]([C:31]2[CH:36]=[CH:35][CH:34]=[CH:33][CH:32]=2)=[N:29][N:30]=1, predict the reactants needed to synthesize it. (5) Given the product [OH:1][C@H:2]([C:27]1[CH:32]=[CH:31][C:30]([OH:33])=[C:29]([NH:34][S:35]([CH3:38])(=[O:36])=[O:37])[CH:28]=1)[CH2:3][NH:4][CH:5]1[CH2:10][CH2:9][N:8]([C:11]2[CH:12]=[CH:13][C:14]([NH:15][C:16]([NH:18][CH2:19][C:20]([OH:22])=[O:21])=[O:17])=[CH:25][CH:26]=2)[CH2:7][CH2:6]1, predict the reactants needed to synthesize it. The reactants are: [OH:1][C@H:2]([C:27]1[CH:32]=[CH:31][C:30]([OH:33])=[C:29]([NH:34][S:35]([CH3:38])(=[O:37])=[O:36])[CH:28]=1)[CH2:3][NH:4][CH:5]1[CH2:10][CH2:9][N:8]([C:11]2[CH:26]=[CH:25][C:14]([NH:15][C:16]([NH:18][CH2:19][C:20]([O:22]CC)=[O:21])=[O:17])=[CH:13][CH:12]=2)[CH2:7][CH2:6]1.[OH-].[Na+]. (6) The reactants are: Cl[C:2]1[N:3]=[CH:4][CH:5]=[C:6]2[C:11]=1[N:10]=[C:9]([CH3:12])[CH:8]=[CH:7]2.[Cl:13][C:14]1[CH:15]=[C:16]([CH:18]=[CH:19][CH:20]=1)[NH2:17]. Given the product [Cl:13][C:14]1[CH:15]=[C:16]([NH:17][C:2]2[N:3]=[CH:4][CH:5]=[C:6]3[C:11]=2[N:10]=[C:9]([CH3:12])[CH:8]=[CH:7]3)[CH:18]=[CH:19][CH:20]=1, predict the reactants needed to synthesize it. (7) Given the product [CH2:1]([O:8][C:9]1[CH:10]=[CH:11][C:12]([C:15]2[N:19]([C:20]3[CH:21]=[CH:22][C:23]([O:26][CH3:27])=[N:24][CH:25]=3)[N:18]=[C:17]([O:28][CH3:29])[CH:16]=2)=[CH:13][CH:14]=1)[C:2]1[CH:7]=[CH:6][CH:5]=[CH:4][CH:3]=1, predict the reactants needed to synthesize it. The reactants are: [CH2:1]([O:8][C:9]1[CH:14]=[CH:13][C:12]([C:15]2[N:19]([C:20]3[CH:21]=[CH:22][C:23]([O:26][CH3:27])=[N:24][CH:25]=3)[N:18]=[C:17]([OH:28])[CH:16]=2)=[CH:11][CH:10]=1)[C:2]1[CH:7]=[CH:6][CH:5]=[CH:4][CH:3]=1.[C:29](=O)([O-])[O-].[K+].[K+]. (8) Given the product [Br:1][C:2]1[CH:17]=[C:16]([S:18]([CH2:21][CH3:22])(=[O:20])=[O:19])[CH:15]=[CH:14][C:3]=1[O:4][C:5]1[C:10]([CH3:11])=[CH:9][CH:8]=[CH:7][C:6]=1[CH2:12][N:23]1[CH2:26][CH2:25][C:24]1=[O:27], predict the reactants needed to synthesize it. The reactants are: [Br:1][C:2]1[CH:17]=[C:16]([S:18]([CH2:21][CH3:22])(=[O:20])=[O:19])[CH:15]=[CH:14][C:3]=1[O:4][C:5]1[C:10]([CH3:11])=[CH:9][CH:8]=[CH:7][C:6]=1[CH2:12]Br.[NH:23]1[CH2:26][CH2:25][C:24]1=[O:27].C(=O)([O-])[O-].[K+].[K+]. (9) The reactants are: [NH:1]1[C:5]([C:6]2[CH:7]=[C:8]([C:12]3[CH:13]=[CH:14][C:15]([F:54])=[C:16]([C@:18]4([CH2:52][F:53])[CH2:23][C@@H:22]([C:24]([F:27])([F:26])[F:25])[O:21][C:20]([NH:28]C(C5C=CC(OC)=CC=5)(C5C=CC(OC)=CC=5)C5C=CC=CC=5)=[N:19]4)[CH:17]=3)[CH:9]=[N:10][CH:11]=2)=[N:4][N:3]=[N:2]1.FC(F)(F)C(O)=O. Given the product [NH:4]1[C:5]([C:6]2[CH:7]=[C:8]([C:12]3[CH:13]=[CH:14][C:15]([F:54])=[C:16]([C@:18]4([CH2:52][F:53])[CH2:23][C@@H:22]([C:24]([F:26])([F:25])[F:27])[O:21][C:20]([NH2:28])=[N:19]4)[CH:17]=3)[CH:9]=[N:10][CH:11]=2)=[N:1][N:2]=[N:3]1, predict the reactants needed to synthesize it.